Dataset: Reaction yield outcomes from USPTO patents with 853,638 reactions. Task: Predict the reaction yield, written as a fraction of the theoretical maximum amount of product (1.0 means a 100% yield; for example, 0.34 means a 34% yield). (1) The reactants are Cl.[F:2][C:3]1[CH:4]=[CH:5][C:6]([O:11][C:12]2[CH:13]=[C:14]3[C:18](=[CH:19][CH:20]=2)[N:17]([CH3:21])[N:16]=[CH:15]3)=[C:7]([CH:10]=1)[CH2:8][NH2:9].C(N(C(C)C)CC)(C)C.[C:31]([O:35][C:36](O[C:36]([O:35][C:31]([CH3:34])([CH3:33])[CH3:32])=[O:37])=[O:37])([CH3:34])([CH3:33])[CH3:32]. The catalyst is C(Cl)Cl.C(OCC)(=O)C. The product is [C:31]([O:35][C:36](=[O:37])[NH:9][CH2:8][C:7]1[CH:10]=[C:3]([F:2])[CH:4]=[CH:5][C:6]=1[O:11][C:12]1[CH:13]=[C:14]2[C:18](=[CH:19][CH:20]=1)[N:17]([CH3:21])[N:16]=[CH:15]2)([CH3:34])([CH3:33])[CH3:32]. The yield is 0.930. (2) The reactants are [CH:1]1([Mg]Cl)[CH2:6][CH2:5][CH2:4][CH2:3][CH2:2]1.[Cl-].[Li+].[CH2:11](Br)[CH2:12][C@H:13]([CH2:15][CH2:16][CH:17]=[C:18]([CH3:20])[CH3:19])[CH3:14]. The catalyst is C(OCC)C.C1COCC1.[Cu](Cl)Cl. The product is [CH3:14][C@@H:13]([CH2:15][CH2:16][CH:17]=[C:18]([CH3:20])[CH3:19])[CH2:12][CH2:11][CH:1]1[CH2:6][CH2:5][CH2:4][CH2:3][CH2:2]1. The yield is 0.760. (3) The product is [F:40][C:29]1[CH:30]=[C:31](/[CH:34]=[CH:35]/[C:36]([O:38][CH3:39])=[O:37])[CH:32]=[CH:33][C:28]=1[CH:26]1[C:18]2[NH:19][C:20]3[C:25]([C:17]=2[CH2:16][C:15]([CH3:41])([CH3:14])[N:27]1[CH2:7][C@H:8]([CH3:11])[CH2:9][F:10])=[CH:24][CH:23]=[CH:22][CH:21]=3. The reactants are FC(F)(F)S(O[CH2:7][C@H:8]([CH3:11])[CH2:9][F:10])(=O)=O.[CH3:14][C:15]1([CH3:41])[NH:27][CH:26]([C:28]2[CH:33]=[CH:32][C:31](/[CH:34]=[CH:35]/[C:36]([O:38][CH3:39])=[O:37])=[CH:30][C:29]=2[F:40])[C:18]2[NH:19][C:20]3[C:25]([C:17]=2[CH2:16]1)=[CH:24][CH:23]=[CH:22][CH:21]=3.C(N(C(C)C)C(C)C)C. The yield is 0.590. The catalyst is O1CCOCC1. (4) The reactants are [CH:1]([O:6][CH3:7])([O:4][CH3:5])OC.[O:8]1[CH2:13][CH2:12]C(=O)[CH2:10][CH2:9]1.CC1C=CC(S(O)(=O)=O)=CC=1.C[O-].[Na+].CO. The catalyst is CO. The product is [CH3:7][O:6][C:1]1([O:4][CH3:5])[CH2:12][CH2:13][O:8][CH2:9][CH2:10]1. The yield is 0.410. (5) The reactants are [CH:1]([O:4][C:5]1[CH:10]=[CH:9][C:8]([N:11]2[C:16](=[O:17])[C:15]([CH2:18][C:19]3[CH:24]=[CH:23][C:22]([C:25]4[CH:30]=[CH:29][CH:28]=[CH:27][C:26]=4[C:31]4[NH:35][C:34](=[O:36])[O:33][N:32]=4)=[CH:21][CH:20]=3)=[C:14]([CH2:37][CH2:38][CH3:39])[N:13]=[C:12]2[CH3:40])=[CH:7][CH:6]=1)([CH3:3])[CH3:2].C(OC(C)C)(C)C.C(OCC)(=O)CCCCC.[K:58]. The catalyst is C(O)C. The product is [K:58].[CH:1]([O:4][C:5]1[CH:10]=[CH:9][C:8]([N:11]2[C:16](=[O:17])[C:15]([CH2:18][C:19]3[CH:24]=[CH:23][C:22]([C:25]4[CH:30]=[CH:29][CH:28]=[CH:27][C:26]=4[C:31]4[NH:35][C:34](=[O:36])[O:33][N:32]=4)=[CH:21][CH:20]=3)=[C:14]([CH2:37][CH2:38][CH3:39])[N:13]=[C:12]2[CH3:40])=[CH:7][CH:6]=1)([CH3:3])[CH3:2]. The yield is 0.560. (6) The reactants are C1(P(C2CCCCC2)C2C=CC=CC=2C2C=CC=CC=2)CCCCC1.[CH2:26]([C:33]1[CH:38]=[C:37]([CH3:39])[N:36]=[C:35](Cl)[N:34]=1)[C:27]1[CH:32]=[CH:31][CH:30]=[CH:29][CH:28]=1.[F:41][C:42]1[CH:43]=[C:44]([NH2:54])[CH:45]=[CH:46][C:47]=1[N:48]1[CH:52]=[N:51][C:50]([CH3:53])=[N:49]1.C(=O)([O-])[O-].[K+].[K+]. The catalyst is O1CCOCC1.CN(C)C(=O)C.C([O-])(=O)C.[Pd+2].C([O-])(=O)C. The product is [CH2:26]([C:33]1[CH:38]=[C:37]([CH3:39])[N:36]=[C:35]([NH:54][C:44]2[CH:45]=[CH:46][C:47]([N:48]3[CH:52]=[N:51][C:50]([CH3:53])=[N:49]3)=[C:42]([F:41])[CH:43]=2)[N:34]=1)[C:27]1[CH:32]=[CH:31][CH:30]=[CH:29][CH:28]=1. The yield is 0.680.